Dataset: HIV replication inhibition screening data with 41,000+ compounds from the AIDS Antiviral Screen. Task: Binary Classification. Given a drug SMILES string, predict its activity (active/inactive) in a high-throughput screening assay against a specified biological target. (1) The result is 0 (inactive). The compound is CCOC(=O)C(=CNC(=S)Nc1ccc(Cl)c(Cl)c1)C(=O)c1ccccc1. (2) The compound is CCC(=O)NC1Cc2cc(C)cc(C)c21. The result is 0 (inactive). (3) The drug is Cn1c2ccccc2c2oc(-c3nnn[nH]3)cc(=O)c21. The result is 0 (inactive). (4) The drug is O=C(C=Cc1ccccc1)CCc1c(O)c2ccccc2oc1=O. The result is 0 (inactive).